Dataset: Reaction yield outcomes from USPTO patents with 853,638 reactions. Task: Predict the reaction yield, written as a fraction of the theoretical maximum amount of product (1.0 means a 100% yield; for example, 0.34 means a 34% yield). (1) The reactants are C([O:8][CH2:9][CH2:10][C@H:11]([NH:28][C:29](=[O:35])[O:30][C:31]([CH3:34])([CH3:33])[CH3:32])[C:12]1[N:17]([C:18]2[CH:23]=[CH:22][CH:21]=[CH:20][CH:19]=2)[C:16](=[O:24])[C:15]2=[CH:25][CH:26]=[CH:27][N:14]2[N:13]=1)C1C=CC=CC=1. The catalyst is CO.[Pd]. The product is [OH:8][CH2:9][CH2:10][C@H:11]([NH:28][C:29](=[O:35])[O:30][C:31]([CH3:33])([CH3:32])[CH3:34])[C:12]1[N:17]([C:18]2[CH:23]=[CH:22][CH:21]=[CH:20][CH:19]=2)[C:16](=[O:24])[C:15]2=[CH:25][CH:26]=[CH:27][N:14]2[N:13]=1. The yield is 0.990. (2) The reactants are [N:1]([CH2:4][CH2:5][CH2:6][CH2:7][CH2:8][C:9]([CH3:24])([C:18]1[CH:23]=[CH:22][CH:21]=[CH:20][CH:19]=1)[CH2:10][O:11]C1CCCCO1)=[C:2]=[O:3].[NH2:25][CH2:26][CH2:27][CH2:28][CH2:29][C:30]([CH3:34])([CH3:33])[CH2:31][OH:32]. The catalyst is C(Cl)Cl. The product is [OH:32][CH2:31][C:30]([CH3:34])([CH3:33])[CH2:29][CH2:28][CH2:27][CH2:26][NH:25][C:2]([NH:1][CH2:4][CH2:5][CH2:6][CH2:7][CH2:8][C:9]([CH3:24])([C:18]1[CH:19]=[CH:20][CH:21]=[CH:22][CH:23]=1)[CH2:10][OH:11])=[O:3]. The yield is 1.18. (3) The reactants are [Cl:1][C:2]1[CH:7]=[CH:6]C(C)=C[C:3]=1[NH:9]N=C(C1C=CC=CC=1)C1C=CC=CC=1.O.[C:25]1([CH3:35])[CH:30]=[CH:29][C:28](S(O)(=O)=O)=[CH:27][CH:26]=1.C1(=O)CCCCC1.[CH3:43][CH2:44]O. No catalyst specified. The product is [Cl:1][C:2]1[CH:7]=[CH:6][C:44]([CH3:43])=[C:35]2[C:3]=1[NH:9][C:26]1[CH2:27][CH2:28][CH2:29][CH2:30][C:25]2=1. The yield is 0.770. (4) The reactants are Br[C:2]1[CH:7]=[CH:6][C:5]([O:8][CH3:9])=[CH:4][CH:3]=1.[Mg].II.Cl[P:14](=[O:27])([C:21]1[CH:26]=[CH:25][CH:24]=[CH:23][CH:22]=1)[C:15]1[CH:20]=[CH:19][CH:18]=[CH:17][CH:16]=1. The catalyst is C1COCC1. The product is [CH3:9][O:8][C:5]1[CH:6]=[CH:7][C:2]([P:14](=[O:27])([C:21]2[CH:22]=[CH:23][CH:24]=[CH:25][CH:26]=2)[C:15]2[CH:20]=[CH:19][CH:18]=[CH:17][CH:16]=2)=[CH:3][CH:4]=1. The yield is 0.670. (5) The reactants are C(N(CC)CC)C.Cl.[NH2:9][CH2:10][C:11]1[CH:12]=[C:13]([OH:17])[CH:14]=[CH:15][CH:16]=1.[CH3:18][C:19]([C:22]1[CH:27]=[CH:26][C:25]([S:28]([N:31]2[C:39]3[C:34](=[CH:35][CH:36]=[CH:37][CH:38]=3)[CH2:33][C@H:32]2[C:40](Cl)=[O:41])(=[O:30])=[O:29])=[CH:24][CH:23]=1)([CH3:21])[CH3:20]. The catalyst is ClCCl. The yield is 0.510. The product is [CH3:21][C:19]([C:22]1[CH:23]=[CH:24][C:25]([S:28]([N:31]2[C:39]3[C:34](=[CH:35][CH:36]=[CH:37][CH:38]=3)[CH2:33][C@H:32]2[C:40]([NH:9][CH2:10][C:11]2[CH:16]=[CH:15][CH:14]=[C:13]([OH:17])[CH:12]=2)=[O:41])(=[O:30])=[O:29])=[CH:26][CH:27]=1)([CH3:18])[CH3:20]. (6) The reactants are [C:1]1([CH2:7][C:8]([O:10][CH2:11][CH3:12])=[O:9])[CH:6]=[CH:5][CH:4]=[CH:3][CH:2]=1.[Li+].[CH3:14]C([N-]C(C)C)C.CI.CN1C(=O)N(C)CCC1. The catalyst is C1COCC1.O. The product is [CH2:11]([O:10][C:8](=[O:9])[CH:7]([C:1]1[CH:6]=[CH:5][CH:4]=[CH:3][CH:2]=1)[CH3:14])[CH3:12]. The yield is 0.720. (7) The reactants are FC(F)(F)C(O)=O.C(OC([N:15]1[CH2:20][CH2:19][C:18]2[N:21]([CH2:31][CH:32]([OH:48])[CH2:33][N:34]3[CH2:39][CH2:38][N:37]([C:40]4[CH:45]=[CH:44][CH:43]=[CH:42][C:41]=4[C:46]#[N:47])[CH2:36][CH2:35]3)[N:22]=[C:23]([C:24]3[CH:29]=[CH:28][C:27]([I:30])=[CH:26][CH:25]=3)[C:17]=2[CH2:16]1)=O)(C)(C)C. The catalyst is C(Cl)Cl. The product is [OH:48][CH:32]([CH2:31][N:21]1[C:18]2[CH2:19][CH2:20][NH:15][CH2:16][C:17]=2[C:23]([C:24]2[CH:29]=[CH:28][C:27]([I:30])=[CH:26][CH:25]=2)=[N:22]1)[CH2:33][N:34]1[CH2:35][CH2:36][N:37]([C:40]2[CH:45]=[CH:44][CH:43]=[CH:42][C:41]=2[C:46]#[N:47])[CH2:38][CH2:39]1. The yield is 1.00.